Dataset: Forward reaction prediction with 1.9M reactions from USPTO patents (1976-2016). Task: Predict the product of the given reaction. (1) Given the reactants C([O:8][C@H:9]1[CH2:12][C@H:11]([O:13][C:14]2[CH:45]=[CH:44][C:17]([CH2:18][C@H:19]([C:37]([O:39][C:40]([CH3:43])([CH3:42])[CH3:41])=[O:38])[CH2:20][C@@H:21]([C:30]([O:32][C:33]([CH3:36])([CH3:35])[CH3:34])=[O:31])[NH:22][C:23]([O:25][C:26]([CH3:29])([CH3:28])[CH3:27])=[O:24])=[CH:16][CH:15]=2)[CH2:10]1)C1C=CC=CC=1, predict the reaction product. The product is: [OH:8][C@H:9]1[CH2:10][C@H:11]([O:13][C:14]2[CH:15]=[CH:16][C:17]([CH2:18][C@H:19]([C:37]([O:39][C:40]([CH3:43])([CH3:42])[CH3:41])=[O:38])[CH2:20][C@@H:21]([C:30]([O:32][C:33]([CH3:34])([CH3:35])[CH3:36])=[O:31])[NH:22][C:23]([O:25][C:26]([CH3:29])([CH3:28])[CH3:27])=[O:24])=[CH:44][CH:45]=2)[CH2:12]1. (2) Given the reactants [Br:1][C:2]1[CH:10]=[C:9]([F:11])[C:5]([C:6]([OH:8])=O)=[C:4]([F:12])[CH:3]=1.O.[Cl-].COC1N=C(OC)N=C([N+]2(C)CCOCC2)N=1.[CH3:32][C:33]1[CH:38]=[C:37]([CH3:39])[CH:36]=[CH:35][C:34]=1[N:40]1[CH2:45][CH2:44][NH:43][CH2:42][CH2:41]1, predict the reaction product. The product is: [Br:1][C:2]1[CH:3]=[C:4]([F:12])[C:5]([C:6]([N:43]2[CH2:44][CH2:45][N:40]([C:34]3[CH:35]=[CH:36][C:37]([CH3:39])=[CH:38][C:33]=3[CH3:32])[CH2:41][CH2:42]2)=[O:8])=[C:9]([F:11])[CH:10]=1. (3) Given the reactants [O:1]=[C:2]1[C:11]2[C:6](=[CH:7][CH:8]=[CH:9][CH:10]=2)[N:5]=[C:4]([CH2:12][CH2:13][CH2:14][C:15]([OH:17])=O)[NH:3]1.FC(F)(F)C(O)=O.[NH:25]1[CH2:30][CH2:29][CH:28]([C:31]2[O:32][C:33]([C:36]3[CH:37]=[C:38]([CH3:42])[CH:39]=[CH:40][CH:41]=3)=[N:34][N:35]=2)[CH2:27][CH2:26]1, predict the reaction product. The product is: [O:17]=[C:15]([N:25]1[CH2:26][CH2:27][CH:28]([C:31]2[O:32][C:33]([C:36]3[CH:37]=[C:38]([CH3:42])[CH:39]=[CH:40][CH:41]=3)=[N:34][N:35]=2)[CH2:29][CH2:30]1)[CH2:14][CH2:13][CH2:12][C:4]1[NH:3][C:2](=[O:1])[C:11]2[C:6](=[CH:7][CH:8]=[CH:9][CH:10]=2)[N:5]=1. (4) Given the reactants [OH2:1].[F:2][C:3]([F:18])([F:17])[C:4]([C:6]1[CH:11]=[C:10]([C:12]([F:15])([F:14])[F:13])[CH:9]=[C:8]([F:16])[CH:7]=1)=O.O.[N:20]1C=CC=CC=1, predict the reaction product. The product is: [F:2][C:3]([F:18])([F:17])[C:4]([C:6]1[CH:11]=[C:10]([C:12]([F:15])([F:14])[F:13])[CH:9]=[C:8]([F:16])[CH:7]=1)=[N:20][OH:1]. (5) The product is: [C:1]([O:5][C:6](=[O:13])[NH:7][CH2:8][C:9]1[O:10][CH:14]=[N:12][N:11]=1)([CH3:4])([CH3:2])[CH3:3]. Given the reactants [C:1]([O:5][C:6](=[O:13])[NH:7][CH2:8][C:9]([NH:11][NH2:12])=[O:10])([CH3:4])([CH3:3])[CH3:2].[CH3:14]C1C=CC(S(O)(=O)=O)=CC=1, predict the reaction product. (6) Given the reactants [C:1](=[O:4])([O-])[O-].[K+].[K+].[C:7]([C:9]1[N:14]=[CH:13][C:12]([C:15]2[C:27]3[C:26]4[C:21](=[CH:22][CH:23]=[CH:24][CH:25]=4)[N:20]([C:28]4[CH:40]=[CH:39][C:31]([C:32]([O:34][C:35]([CH3:38])([CH3:37])[CH3:36])=[O:33])=[C:30](F)[CH:29]=4)[C:19]=3[CH:18]=[CH:17][CH:16]=2)=[CH:11][CH:10]=1)#[N:8], predict the reaction product. The product is: [C:7]([C:9]1[N:14]=[CH:13][C:12]([C:15]2[C:27]3[C:26]4[C:21](=[CH:22][CH:23]=[CH:24][CH:25]=4)[N:20]([C:28]4[CH:40]=[CH:39][C:31]([C:32]([O:34][C:35]([CH3:38])([CH3:37])[CH3:36])=[O:33])=[C:30]([NH:20][C@H:19]5[CH2:27][CH2:26][C@H:1]([OH:4])[CH2:17][CH2:18]5)[CH:29]=4)[C:19]=3[CH:18]=[CH:17][CH:16]=2)=[CH:11][CH:10]=1)#[N:8].